Dataset: Catalyst prediction with 721,799 reactions and 888 catalyst types from USPTO. Task: Predict which catalyst facilitates the given reaction. (1) The catalyst class is: 12. Reactant: [NH2:1][C:2]1[N:7]=[CH:6][C:5]([CH:8]=[CH:9][C:10]([N:12]([CH3:24])[CH2:13][C:14]2[N:15]([CH3:23])[C:16]3[C:21]([CH:22]=2)=[CH:20][CH:19]=[CH:18][CH:17]=3)=[O:11])=[CH:4][CH:3]=1.[C:25]1(=O)[O:30][C:28](=[O:29])[CH2:27][CH2:26]1. Product: [O:29]=[C:28]1[CH2:27][CH2:26][C:25](=[O:30])[N:1]1[C:2]1[N:7]=[CH:6][C:5](/[CH:8]=[CH:9]/[C:10]([N:12]([CH3:24])[CH2:13][C:14]2[N:15]([CH3:23])[C:16]3[C:21]([CH:22]=2)=[CH:20][CH:19]=[CH:18][CH:17]=3)=[O:11])=[CH:4][CH:3]=1. (2) Reactant: [Br:1][C:2]1[CH:3]=[C:4]([C:12](=[O:14])[CH3:13])[CH:5]=[CH:6][C:7]=1[C:8]([OH:11])([CH3:10])[CH3:9].Cl[CH2:16][O:17][CH2:18][CH3:19].CCN(C(C)C)C(C)C.O. The catalyst class is: 2. Product: [Br:1][C:2]1[CH:3]=[C:4]([C:12](=[O:14])[CH3:13])[CH:5]=[CH:6][C:7]=1[C:8]([O:11][CH2:16][O:17][CH2:18][CH3:19])([CH3:10])[CH3:9]. (3) Reactant: [O-]CC.[Na+].[CH3:5][C:6]([C:8]1[CH:13]=[CH:12][C:11]([Cl:14])=[CH:10][CH:9]=1)=[O:7].[C:15](OCC)(=[O:21])[C:16]([O:18][CH2:19][CH3:20])=[O:17].C(O)(=O)C. Product: [Cl:14][C:11]1[CH:12]=[CH:13][C:8]([C:6](=[O:7])[CH2:5][C:15](=[O:21])[C:16]([O:18][CH2:19][CH3:20])=[O:17])=[CH:9][CH:10]=1. The catalyst class is: 8. (4) Reactant: [Cl-].O[NH3+:3].[C:4](=[O:7])([O-])[OH:5].[Na+].CS(C)=O.[CH:13]1([C:16]2[N:17]=[C:18]([CH3:48])[N:19]([C:38]3[CH:43]=[CH:42][C:41]([O:44][CH:45]([CH3:47])[CH3:46])=[CH:40][CH:39]=3)[C:20](=[O:37])[C:21]=2[CH2:22][C:23]2[CH:28]=[CH:27][C:26]([C:29]3[C:30]([C:35]#[N:36])=[CH:31][CH:32]=[CH:33][CH:34]=3)=[CH:25][CH:24]=2)[CH2:15][CH2:14]1. Product: [CH:13]1([C:16]2[N:17]=[C:18]([CH3:48])[N:19]([C:38]3[CH:43]=[CH:42][C:41]([O:44][CH:45]([CH3:46])[CH3:47])=[CH:40][CH:39]=3)[C:20](=[O:37])[C:21]=2[CH2:22][C:23]2[CH:24]=[CH:25][C:26]([C:29]3[CH:34]=[CH:33][CH:32]=[CH:31][C:30]=3[C:35]3[NH:3][C:4](=[O:7])[O:5][N:36]=3)=[CH:27][CH:28]=2)[CH2:15][CH2:14]1. The catalyst class is: 13. (5) Reactant: [N+:1]([C:4]1[CH:12]=[CH:11][CH:10]=[C:9]2[C:5]=1[CH:6]([CH2:13][CH2:14][C:15]([O:17][CH2:18][CH3:19])=[O:16])[CH2:7][NH:8]2)([O-:3])=[O:2].C(=O)([O-])[O-].[Na+].[Na+].[I-].[K+].Br[CH2:29][C:30]([O:32][C:33]([CH3:36])([CH3:35])[CH3:34])=[O:31]. Product: [C:33]([O:32][C:30](=[O:31])[CH2:29][N:8]1[C:9]2[C:5](=[C:4]([N+:1]([O-:3])=[O:2])[CH:12]=[CH:11][CH:10]=2)[CH:6]([CH2:13][CH2:14][C:15]([O:17][CH2:18][CH3:19])=[O:16])[CH2:7]1)([CH3:36])([CH3:35])[CH3:34]. The catalyst class is: 21.